From a dataset of Reaction yield outcomes from USPTO patents with 853,638 reactions. Predict the reaction yield, written as a fraction of the theoretical maximum amount of product (1.0 means a 100% yield; for example, 0.34 means a 34% yield). (1) The reactants are [CH3:1][NH:2][C:3]1[N:8]=[CH:7][NH:6][C:5](=[O:9])[CH:4]=1.[CH3:10][O:11][C:12]1[CH:19]=[CH:18][C:15]([CH2:16]Cl)=[CH:14][CH:13]=1.[I-].[K+].C(=O)([O-])[O-].[Cs+].[Cs+]. The catalyst is CN(C=O)C. The product is [CH3:10][O:11][C:12]1[CH:19]=[CH:18][C:15]([CH2:16][N:6]2[C:5](=[O:9])[CH:4]=[C:3]([NH:2][CH3:1])[N:8]=[CH:7]2)=[CH:14][CH:13]=1. The yield is 0.590. (2) The reactants are [CH2:1]1[C:3]2([CH2:8][CH2:7][CH2:6][CH2:5][N:4]2[C:9]2[N:13]3[CH:14]=[C:15]([O:18][C@H:19]4[C:28]5[C:23](=[CH:24][CH:25]=[CH:26][CH:27]=5)[C@@H:22]([NH2:29])[CH2:21][CH2:20]4)[CH:16]=[CH:17][C:12]3=[N:11][N:10]=2)[CH2:2]1.ClC(Cl)(Cl)C[O:33][C:34](=O)[NH:35][C:36]1[N:37]([C:45]2[CH:50]=[CH:49][CH:48]=[C:47]([O:51][CH2:52][CH2:53][OH:54])[CH:46]=2)[N:38]=[C:39]([C:41]([CH3:44])([CH3:43])[CH3:42])[CH:40]=1.CCN(C(C)C)C(C)C. The catalyst is O1CCOCC1.C(Cl)Cl. The product is [CH2:2]1[C:3]2([CH2:8][CH2:7][CH2:6][CH2:5][N:4]2[C:9]2[N:13]3[CH:14]=[C:15]([O:18][C@H:19]4[C:28]5[C:23](=[CH:24][CH:25]=[CH:26][CH:27]=5)[C@@H:22]([NH:29][C:34]([NH:35][C:36]5[N:37]([C:45]6[CH:50]=[CH:49][CH:48]=[C:47]([O:51][CH2:52][CH2:53][OH:54])[CH:46]=6)[N:38]=[C:39]([C:41]([CH3:44])([CH3:43])[CH3:42])[CH:40]=5)=[O:33])[CH2:21][CH2:20]4)[CH:16]=[CH:17][C:12]3=[N:11][N:10]=2)[CH2:1]1. The yield is 0.890. (3) The catalyst is Cl. The yield is 1.02. The product is [CH:1]1([NH:4][CH2:12][C:13]([NH:14][CH2:15][C:16]2[CH:17]=[C:18]([C:22]3[CH:23]=[CH:24][C:25]([C:28]([F:29])([F:30])[F:31])=[CH:26][CH:27]=3)[CH:19]=[CH:20][CH:21]=2)=[O:32])[CH2:2][CH2:3]1. The reactants are [CH:1]1([N:4]([CH2:12][C:13](=[O:32])[NH:14][CH2:15][C:16]2[CH:17]=[C:18]([C:22]3[CH:27]=[CH:26][C:25]([C:28]([F:31])([F:30])[F:29])=[CH:24][CH:23]=3)[CH:19]=[CH:20][CH:21]=2)C(=O)OC(C)(C)C)[CH2:3][CH2:2]1.O1CCOCC1. (4) The reactants are Br[C:2]1[CH:10]=[CH:9][C:5]([C:6]([NH2:8])=[O:7])=[C:4]([CH3:11])[CH:3]=1.C(N(CC)CC)C.[CH3:19][OH:20].CN([CH:24]=[O:25])C. The catalyst is C(OCC)(=O)C.C([O-])(=O)C.[Pd+2].C([O-])(=O)C.C1(P(C2C=CC=CC=2)[C-]2C=CC=C2)C=CC=CC=1.[C-]1(P(C2C=CC=CC=2)C2C=CC=CC=2)C=CC=C1.[Fe+2]. The product is [NH2:8][C:6]([C:5]1[CH:9]=[CH:10][C:2]([C:19]([O:25][CH3:24])=[O:20])=[CH:3][C:4]=1[CH3:11])=[O:7]. The yield is 0.700.